This data is from Catalyst prediction with 721,799 reactions and 888 catalyst types from USPTO. The task is: Predict which catalyst facilitates the given reaction. (1) Reactant: [CH2:1]1[CH2:10][C:8](=[O:9])[C:4]2[CH:5]=[CH:6][S:7][C:3]=2[CH2:2]1.[N+:11]([O-])([OH:13])=[O:12]. Product: [N+:11]([C:6]1[S:7][C:3]2[CH2:2][CH2:1][CH2:10][C:8](=[O:9])[C:4]=2[CH:5]=1)([O-:13])=[O:12]. The catalyst class is: 65. (2) Reactant: [CH2:1]([O:3][C:4]([C@@H:6]([OH:20])[C@@H:7]([CH3:19])[CH2:8][O:9][CH2:10][C:11]1[CH:16]=[CH:15][C:14]([O:17][CH3:18])=[CH:13][CH:12]=1)=[CH2:5])[CH3:2].N1C=CN=C1.[Si:26](Cl)([C:29]([CH3:32])([CH3:31])[CH3:30])([CH3:28])[CH3:27].O. Product: [CH2:1]([O:3][C:4]([C@@H:6]([O:20][Si:26]([C:29]([CH3:32])([CH3:31])[CH3:30])([CH3:28])[CH3:27])[C@@H:7]([CH3:19])[CH2:8][O:9][CH2:10][C:11]1[CH:12]=[CH:13][C:14]([O:17][CH3:18])=[CH:15][CH:16]=1)=[CH2:5])[CH3:2]. The catalyst class is: 9. (3) Reactant: [CH:1]([C@@H:4]1[CH2:9][CH:8]([N:10]([CH:12]([CH3:14])[CH3:13])[CH3:11])[CH2:7][CH2:6][C@@H:5]1[N:15]1[CH2:19][CH2:18][C@H:17]([NH:20]C(=O)OCC2C=CC=CC=2)[C:16]1=[O:31])([CH3:3])[CH3:2]. Product: [NH2:20][C@H:17]1[CH2:18][CH2:19][N:15]([C@H:5]2[CH2:6][CH2:7][CH:8]([N:10]([CH:12]([CH3:13])[CH3:14])[CH3:11])[CH2:9][C@H:4]2[CH:1]([CH3:3])[CH3:2])[C:16]1=[O:31]. The catalyst class is: 105. (4) Reactant: [F:1][C:2]1[CH:28]=[C:27]([NH:29][C:30]([C:32]2([C:35](=[O:44])[NH:36][C:37]3[CH:42]=[CH:41][C:40]([F:43])=[CH:39][CH:38]=3)[CH2:34][CH2:33]2)=[O:31])[C:26]([F:45])=[CH:25][C:3]=1[O:4][C:5]1[CH:10]=[CH:9][N:8]=[C:7]([NH:11][C:12]([CH:14]2[CH2:17][N:16](C(OC(C)(C)C)=O)[CH2:15]2)=[O:13])[CH:6]=1.C(O)(C(F)(F)F)=O.C([O-])(O)=O.[Na+]. Product: [NH:16]1[CH2:17][CH:14]([C:12]([NH:11][C:7]2[CH:6]=[C:5]([O:4][C:3]3[C:2]([F:1])=[CH:28][C:27]([NH:29][C:30]([C:32]4([C:35]([NH:36][C:37]5[CH:38]=[CH:39][C:40]([F:43])=[CH:41][CH:42]=5)=[O:44])[CH2:34][CH2:33]4)=[O:31])=[C:26]([F:45])[CH:25]=3)[CH:10]=[CH:9][N:8]=2)=[O:13])[CH2:15]1. The catalyst class is: 2. (5) Reactant: [CH3:1][S-:2].[Na+].Cl[C:5]1[C:10]([O:11][CH2:12][CH2:13][OH:14])=[CH:9][CH:8]=[CH:7][N:6]=1. Product: [CH3:1][S:2][C:5]1[C:10]([O:11][CH2:12][CH2:13][OH:14])=[CH:9][CH:8]=[CH:7][N:6]=1. The catalyst class is: 3. (6) Reactant: [OH:1][C@H:2]1[C@H:11]([NH:12][C:13](=[O:19])[O:14][C:15]([CH3:18])([CH3:17])[CH3:16])[CH2:10][C:9]2[N:8]=[CH:7][C:6]([N+:20]([O-])=O)=[CH:5][C:4]=2[CH2:3]1. Product: [NH2:20][C:6]1[CH:7]=[N:8][C:9]2[CH2:10][C@@H:11]([NH:12][C:13](=[O:19])[O:14][C:15]([CH3:17])([CH3:16])[CH3:18])[C@H:2]([OH:1])[CH2:3][C:4]=2[CH:5]=1. The catalyst class is: 29. (7) Reactant: Br[C:2]1[C:11]2[O:10][CH:9]([CH3:12])[CH2:8][N:7]([C:13]([O:15][C:16]([CH3:19])([CH3:18])[CH3:17])=[O:14])[CH2:6][C:5]=2[S:4][CH:3]=1.[C:20](B1OC(C)(C)C(C)(C)O1)([CH3:22])=[CH2:21].C(=O)([O-])[O-].[K+].[K+].O. Product: [CH3:12][CH:9]1[CH2:8][N:7]([C:13]([O:15][C:16]([CH3:19])([CH3:18])[CH3:17])=[O:14])[CH2:6][C:5]2[S:4][CH:3]=[C:2]([C:20]([CH3:22])=[CH2:21])[C:11]=2[O:10]1. The catalyst class is: 600. (8) Reactant: [CH2:1]1[C:9]2[C:4](=[CH:5][CH:6]=[CH:7][CH:8]=2)[CH:3]=[CH:2]1.C[Si](C)(C)[N-][Si](C)(C)C.[Li+].[C:20]([O:24][C:25]([N:27]([CH2:31][CH2:32]Cl)[CH2:28][CH2:29]Cl)=[O:26])([CH3:23])([CH3:22])[CH3:21]. Product: [N:27]1([C:25]([O:24][C:20]([CH3:22])([CH3:21])[CH3:23])=[O:26])[CH2:28][CH2:29][C:1]2([C:9]3[C:4](=[CH:5][CH:6]=[CH:7][CH:8]=3)[CH:3]=[CH:2]2)[CH2:32][CH2:31]1. The catalyst class is: 188.